From a dataset of Full USPTO retrosynthesis dataset with 1.9M reactions from patents (1976-2016). Predict the reactants needed to synthesize the given product. (1) Given the product [CH3:1][C:2]1[CH:20]=[C:19]([NH:21][C:22](=[O:25])[CH2:23][O:44][C:34]2[CH:35]=[CH:36][CH:37]=[C:38]3[C:43]=2[CH2:42][CH2:41][CH2:40][CH2:39]3)[CH:18]=[CH:17][C:3]=1[C:4]([N:6]1[C:12]2[CH:13]=[CH:14][CH:15]=[CH:16][C:11]=2[CH2:10][CH2:9][CH2:8][CH2:7]1)=[O:5], predict the reactants needed to synthesize it. The reactants are: [CH3:1][C:2]1[CH:20]=[C:19]([NH:21][C:22](=[O:25])[CH2:23]Cl)[CH:18]=[CH:17][C:3]=1[C:4]([N:6]1[C:12]2[CH:13]=[CH:14][CH:15]=[CH:16][C:11]=2[CH2:10][CH2:9][CH2:8][CH2:7]1)=[O:5].C(=O)([O-])[O-].[K+].[K+].[I-].[Na+].[C:34]1([OH:44])[C:43]2[CH2:42][CH2:41][CH2:40][CH2:39][C:38]=2[CH:37]=[CH:36][CH:35]=1. (2) Given the product [Cl:1][C:2]1[CH:3]=[C:4]([C@@H:9]2[C@@H:13]([CH2:14][N:15]([CH3:37])[C:16]3[N:17]=[CH:18][C:19]([C:22]([F:24])([F:25])[F:23])=[CH:20][N:21]=3)[CH2:12][N:11]([C:26]([C:28]3[CH:33]=[C:32]([CH3:34])[N:31]=[N:30][CH:29]=3)=[O:27])[CH2:10]2)[CH:5]=[CH:6][C:7]=1[Cl:8], predict the reactants needed to synthesize it. The reactants are: [Cl:1][C:2]1[CH:3]=[C:4]([C@@H:9]2[C@@H:13]([CH2:14][NH:15][C:16]3[N:21]=[CH:20][C:19]([C:22]([F:25])([F:24])[F:23])=[CH:18][N:17]=3)[CH2:12][N:11]([C:26]([C:28]3[CH:33]=[C:32]([CH3:34])[N:31]=[N:30][CH:29]=3)=[O:27])[CH2:10]2)[CH:5]=[CH:6][C:7]=1[Cl:8].[H-].[Na+].[CH3:37]I. (3) The reactants are: [CH2:1]([CH2:3][NH2:4])[OH:2].[H-].[Na+].[CH2:7](Cl)[C:8]1[CH:13]=[CH:12][CH:11]=[CH:10][CH:9]=1. Given the product [CH2:7]([O:2][CH2:1][CH2:3][NH2:4])[C:8]1[CH:13]=[CH:12][CH:11]=[CH:10][CH:9]=1, predict the reactants needed to synthesize it. (4) The reactants are: [CH2:1]([O:3][C:4]([C@H:6]1[CH2:11][CH2:10][C@H:9]([OH:12])[CH2:8][CH2:7]1)=[O:5])[CH3:2].Cl([O-])(=O)(=O)=O.[Mg+2].Cl([O-])(=O)(=O)=O. Given the product [CH2:1]([O:3][C:4]([C@H:6]1[CH2:11][CH2:10][C@H:9]([O:12][C:6]([CH3:11])([CH3:7])[CH3:4])[CH2:8][CH2:7]1)=[O:5])[CH3:2].[CH2:1]([O:3][C:4]([C@H:6]1[CH2:11][CH2:10][C@@H:9]([O:12][C:6]([CH3:11])([CH3:7])[CH3:4])[CH2:8][CH2:7]1)=[O:5])[CH3:2], predict the reactants needed to synthesize it.